Task: Regression. Given two drug SMILES strings and cell line genomic features, predict the synergy score measuring deviation from expected non-interaction effect.. Dataset: NCI-60 drug combinations with 297,098 pairs across 59 cell lines (1) Drug 1: C1CC(=O)NC(=O)C1N2CC3=C(C2=O)C=CC=C3N. Drug 2: CC1OCC2C(O1)C(C(C(O2)OC3C4COC(=O)C4C(C5=CC6=C(C=C35)OCO6)C7=CC(=C(C(=C7)OC)O)OC)O)O. Cell line: HCT116. Synergy scores: CSS=56.9, Synergy_ZIP=3.95, Synergy_Bliss=4.03, Synergy_Loewe=-13.0, Synergy_HSA=6.47. (2) Drug 1: CC1=C(C(=CC=C1)Cl)NC(=O)C2=CN=C(S2)NC3=CC(=NC(=N3)C)N4CCN(CC4)CCO. Cell line: SF-539. Drug 2: C(CCl)NC(=O)N(CCCl)N=O. Synergy scores: CSS=16.1, Synergy_ZIP=-3.99, Synergy_Bliss=-1.22, Synergy_Loewe=-18.2, Synergy_HSA=-2.43. (3) Drug 1: CC1C(C(CC(O1)OC2CC(OC(C2O)C)OC3=CC4=CC5=C(C(=O)C(C(C5)C(C(=O)C(C(C)O)O)OC)OC6CC(C(C(O6)C)O)OC7CC(C(C(O7)C)O)OC8CC(C(C(O8)C)O)(C)O)C(=C4C(=C3C)O)O)O)O. Drug 2: CNC(=O)C1=NC=CC(=C1)OC2=CC=C(C=C2)NC(=O)NC3=CC(=C(C=C3)Cl)C(F)(F)F. Cell line: K-562. Synergy scores: CSS=9.32, Synergy_ZIP=2.49, Synergy_Bliss=1.82, Synergy_Loewe=-34.2, Synergy_HSA=-1.05. (4) Drug 1: CCC1(CC2CC(C3=C(CCN(C2)C1)C4=CC=CC=C4N3)(C5=C(C=C6C(=C5)C78CCN9C7C(C=CC9)(C(C(C8N6C)(C(=O)OC)O)OC(=O)C)CC)OC)C(=O)OC)O.OS(=O)(=O)O. Drug 2: CC12CCC3C(C1CCC2O)C(CC4=C3C=CC(=C4)O)CCCCCCCCCS(=O)CCCC(C(F)(F)F)(F)F. Cell line: NCI-H460. Synergy scores: CSS=-3.65, Synergy_ZIP=0.499, Synergy_Bliss=-2.63, Synergy_Loewe=-2.90, Synergy_HSA=-3.64. (5) Drug 1: C1CCN(CC1)CCOC2=CC=C(C=C2)C(=O)C3=C(SC4=C3C=CC(=C4)O)C5=CC=C(C=C5)O. Drug 2: COCCOC1=C(C=C2C(=C1)C(=NC=N2)NC3=CC=CC(=C3)C#C)OCCOC.Cl. Cell line: BT-549. Synergy scores: CSS=-3.50, Synergy_ZIP=2.87, Synergy_Bliss=5.44, Synergy_Loewe=0.121, Synergy_HSA=0.0740. (6) Drug 1: C1CN1C2=NC(=NC(=N2)N3CC3)N4CC4. Drug 2: C1=CC(=CC=C1CCCC(=O)O)N(CCCl)CCCl. Cell line: DU-145. Synergy scores: CSS=54.7, Synergy_ZIP=-1.22, Synergy_Bliss=-1.72, Synergy_Loewe=-13.4, Synergy_HSA=-0.471.